Binary Classification. Given a drug SMILES string, predict its activity (active/inactive) in a high-throughput screening assay against a specified biological target. From a dataset of SARS-CoV-2 main protease (3CLPro) crystallographic fragment screen with 879 compounds. (1) The drug is O=C(Cc1ccccc1)N1CCc2ccccc21. The result is 0 (inactive). (2) The molecule is c1cnc(N2CCC3(CCOC3)C2)cn1. The result is 0 (inactive). (3) The compound is Cn1cc(C(N)=O)c(C2CCCNC2)n1. The result is 0 (inactive). (4) The molecule is CC(=O)Nc1cccnc1C(=O)O. The result is 0 (inactive).